Predict the product of the given reaction. From a dataset of Forward reaction prediction with 1.9M reactions from USPTO patents (1976-2016). (1) The product is: [CH3:11][N:6]1[C:5]2[CH:12]=[CH:13][C:2]([C:16]3[CH:15]=[N:14][CH:19]=[CH:18][CH:17]=3)=[CH:3][C:4]=2[N:8]([CH3:9])[C:7]1=[O:10]. Given the reactants Br[C:2]1[CH:13]=[CH:12][C:5]2[N:6]([CH3:11])[C:7](=[O:10])[N:8]([CH3:9])[C:4]=2[CH:3]=1.[N:14]1[CH:19]=[CH:18][CH:17]=[C:16](B(O)O)[CH:15]=1.C([O-])([O-])=O.[Na+].[Na+], predict the reaction product. (2) The product is: [CH2:1]([C:11]1([OH:15])[C:12]2[C:8](=[CH:7][C:6]([F:5])=[CH:14][CH:13]=2)[CH2:9][CH2:10]1)[CH3:2]. Given the reactants [CH2:1]([Mg]Br)[CH3:2].[F:5][C:6]1[CH:7]=[C:8]2[C:12](=[CH:13][CH:14]=1)[C:11](=[O:15])[CH2:10][CH2:9]2.[Cl-].[NH4+], predict the reaction product. (3) The product is: [CH3:12][O:13][C:14]1[CH:15]=[CH:16][C:17]([N+:24]([O-:26])=[O:25])=[C:18]([S:20]([NH:1][C:2]2[CH:3]=[CH:4][CH:5]=[C:6]3[C:11]=2[N:10]=[CH:9][CH:8]=[CH:7]3)(=[O:21])=[O:22])[CH:19]=1. Given the reactants [NH2:1][C:2]1[CH:3]=[CH:4][CH:5]=[C:6]2[C:11]=1[N:10]=[CH:9][CH:8]=[CH:7]2.[CH3:12][O:13][C:14]1[CH:15]=[CH:16][C:17]([N+:24]([O-:26])=[O:25])=[C:18]([S:20](Cl)(=[O:22])=[O:21])[CH:19]=1.N1C=CC=CC=1, predict the reaction product. (4) Given the reactants C(O[C@H]1CC2C(=CC=CC=2)[C@H]1NC1C(CC)=NC(C2C=CC(Cl)=CC=2Cl)=C(CC)N=1)(=[O:3])C.[Cl:33][C:34]1[CH:39]=[C:38]([Cl:40])[CH:37]=[CH:36][C:35]=1[C:41]1[C:42]([C:62]([O:64][CH3:65])=[O:63])=[N:43][C:44]([NH:49][C@@H:50]2[C:58]3[C:53](=[CH:54][CH:55]=[CH:56][CH:57]=3)[CH2:52][C@@H:51]2[O:59][CH2:60][CH3:61])=[C:45]([O:47][CH3:48])[N:46]=1, predict the reaction product. The product is: [C:60]([O:59][C@H:51]1[CH2:52][C:53]2[C:58](=[CH:57][CH:56]=[CH:55][CH:54]=2)[C@H:50]1[NH:49][C:44]1[N:43]=[C:42]([C:62]([O:64][CH3:65])=[O:63])[C:41]([C:35]2[CH:36]=[CH:37][C:38]([Cl:40])=[CH:39][C:34]=2[Cl:33])=[N:46][C:45]=1[O:47][CH3:48])(=[O:3])[CH3:61].